From a dataset of Forward reaction prediction with 1.9M reactions from USPTO patents (1976-2016). Predict the product of the given reaction. (1) The product is: [F:7][C:8]1[C:9]([C:18]([F:21])([F:19])[F:20])=[CH:10][CH:11]=[C:12]2[C:16]=1[NH:15][N:14]=[C:13]2[NH:17][C:1](=[O:5])[CH2:2][CH2:3][CH3:4]. Given the reactants [C:1](Cl)(=[O:5])[CH2:2][CH2:3][CH3:4].[F:7][C:8]1[C:9]([C:18]([F:21])([F:20])[F:19])=[CH:10][CH:11]=[C:12]2[C:16]=1[NH:15][N:14]=[C:13]2[NH2:17], predict the reaction product. (2) The product is: [CH3:20][C:15]1([CH3:21])[C:16]([CH3:19])([CH3:18])[O:17][B:13]([C:2]2[CH:3]=[C:4]([NH:8][S:9]([CH3:12])(=[O:11])=[O:10])[CH:5]=[N:6][CH:7]=2)[O:14]1. Given the reactants Br[C:2]1[CH:3]=[C:4]([NH:8][S:9]([CH3:12])(=[O:11])=[O:10])[CH:5]=[N:6][CH:7]=1.[B:13]1([B:13]2[O:17][C:16]([CH3:19])([CH3:18])[C:15]([CH3:21])([CH3:20])[O:14]2)[O:17][C:16]([CH3:19])([CH3:18])[C:15]([CH3:21])([CH3:20])[O:14]1.C(O[K])(C)=O, predict the reaction product. (3) Given the reactants [NH2:1][C:2]1[N:14]=[C:13]([C:15]2[C:20]([O:21][CH2:22][C:23]3[CH:28]=[CH:27][C:26]([O:29][CH3:30])=[CH:25][CH:24]=3)=[CH:19][CH:18]=[CH:17][C:16]=2[O:31][CH2:32][CH:33]2[CH2:35][CH2:34]2)[CH:12]=[C:11]([NH:36][CH2:37][CH2:38][NH:39][C:40]([O:42][C:43]([CH3:46])([CH3:45])[CH3:44])=[O:41])[C:3]=1[C:4](OC(C)(C)C)=[O:5].COCCO[AlH2-]OCCOC.[Na+], predict the reaction product. The product is: [NH2:1][C:2]1[C:3]([CH2:4][OH:5])=[C:11]([NH:36][CH2:37][CH2:38][NH:39][C:40](=[O:41])[O:42][C:43]([CH3:45])([CH3:46])[CH3:44])[CH:12]=[C:13]([C:15]2[C:20]([O:21][CH2:22][C:23]3[CH:24]=[CH:25][C:26]([O:29][CH3:30])=[CH:27][CH:28]=3)=[CH:19][CH:18]=[CH:17][C:16]=2[O:31][CH2:32][CH:33]2[CH2:34][CH2:35]2)[N:14]=1. (4) Given the reactants [Cl:1][C:2]1[CH:3]=[C:4]([CH2:31][C:32]([O:34]C)=[O:33])[CH:5]=[CH:6][C:7]=1[O:8][C:9]1[C:18]([NH:19][S:20]([C:23]2[CH:28]=[CH:27][C:26]([Cl:29])=[CH:25][C:24]=2[Cl:30])(=[O:22])=[O:21])=[CH:17][C:12]2[N:13]=[C:14]([CH3:16])[NH:15][C:11]=2[CH:10]=1.[Li+].[OH-].Cl, predict the reaction product. The product is: [Cl:1][C:2]1[CH:3]=[C:4]([CH2:31][C:32]([OH:34])=[O:33])[CH:5]=[CH:6][C:7]=1[O:8][C:9]1[C:18]([NH:19][S:20]([C:23]2[CH:28]=[CH:27][C:26]([Cl:29])=[CH:25][C:24]=2[Cl:30])(=[O:21])=[O:22])=[CH:17][C:12]2[N:13]=[C:14]([CH3:16])[NH:15][C:11]=2[CH:10]=1. (5) The product is: [Cl:27][C:11]1[N:10]2[C:6](=[N:7][C:8]3[CH:16]=[CH:15][CH:14]=[CH:13][C:9]=32)[C:5]([C:17]#[N:18])=[C:4]([C:19]2[CH:24]=[CH:23][CH:22]=[CH:21][CH:20]=2)[C:3]=1[CH2:1][CH3:2]. Given the reactants [CH2:1]([C:3]1[C:11](=O)[N:10]2[C:6]([NH:7][C:8]3[CH:16]=[CH:15][CH:14]=[CH:13][C:9]=32)=[C:5]([C:17]#[N:18])[C:4]=1[C:19]1[CH:24]=[CH:23][CH:22]=[CH:21][CH:20]=1)[CH3:2].P(Cl)(Cl)([Cl:27])=O, predict the reaction product.